From a dataset of Forward reaction prediction with 1.9M reactions from USPTO patents (1976-2016). Predict the product of the given reaction. Given the reactants [CH3:1][CH:2]([CH3:31])[CH2:3][N:4]1[C:16]2[C:15]3[CH:14]=[CH:13][C:12]([O:17][C:18]4[CH:23]=[CH:22][CH:21]=[C:20]([N+:24]([O-])=O)[CH:19]=4)=[CH:11][C:10]=3[N:9]=[C:8]([NH2:27])[C:7]=2[N:6]=[C:5]1[CH2:28][CH2:29][CH3:30].[H][H].[CH2:34](O)[CH3:35], predict the reaction product. The product is: [CH2:34]([NH:24][C:20]1[CH:19]=[C:18]([CH:23]=[CH:22][CH:21]=1)[O:17][C:12]1[CH:13]=[CH:14][C:15]2[C:16]3[N:4]([CH2:3][CH:2]([CH3:31])[CH3:1])[C:5]([CH2:28][CH2:29][CH3:30])=[N:6][C:7]=3[C:8]([NH2:27])=[N:9][C:10]=2[CH:11]=1)[CH3:35].